This data is from Catalyst prediction with 721,799 reactions and 888 catalyst types from USPTO. The task is: Predict which catalyst facilitates the given reaction. (1) Reactant: [CH3:1][O:2][C:3]1[CH:4]=[C:5]([C:9]([NH:12]C(=O)OCC2C=CC=CC=2)([CH3:11])[CH3:10])[CH:6]=[CH:7][CH:8]=1.CCO. Product: [CH3:1][O:2][C:3]1[CH:4]=[C:5]([C:9]([NH2:12])([CH3:10])[CH3:11])[CH:6]=[CH:7][CH:8]=1. The catalyst class is: 386. (2) Reactant: [OH:1][CH2:2][C:3]1[CH:16]=[CH:15][C:14]2[O:13][C:12]3[C:7]4=[C:8]([C:17](=[O:20])[NH:18][N:19]=[C:6]4[C:5]=2[CH:4]=1)[CH:9]=[CH:10][CH:11]=3.[CH2:21]([O:28][P:29]([CH2:39][CH2:40]C(O)=O)([O:31][CH2:32][C:33]1[CH:38]=[CH:37][CH:36]=[CH:35][CH:34]=1)=[O:30])[C:22]1[CH:27]=[CH:26][CH:25]=[CH:24][CH:23]=1.C(Cl)CCl. Product: [CH2:32]([O:31][P:29]([CH2:39][CH2:40][O:1][CH2:2][C:3]1[CH:16]=[CH:15][C:14]2[O:13][C:12]3[C:7]4=[C:8]([C:17](=[O:20])[NH:18][N:19]=[C:6]4[C:5]=2[CH:4]=1)[CH:9]=[CH:10][CH:11]=3)(=[O:30])[O:28][CH2:21][C:22]1[CH:23]=[CH:24][CH:25]=[CH:26][CH:27]=1)[C:33]1[CH:34]=[CH:35][CH:36]=[CH:37][CH:38]=1. The catalyst class is: 239. (3) Reactant: [NH2:1][C:2]1[CH:3]=[C:4]([CH:7]=[C:8]([N:11]2[CH2:16][CH2:15][C@@H:14]([NH2:17])[C@H:13]([OH:18])[CH2:12]2)[C:9]=1[Cl:10])[C:5]#[N:6].C([O-])(=O)C.[K+].[Cl:24][CH2:25][C:26](Cl)=[O:27]. Product: [NH2:1][C:2]1[C:9]([Cl:10])=[C:8]([N:11]2[CH2:16][CH2:15][C@@H:14]([NH:17][C:26](=[O:27])[CH2:25][Cl:24])[C@H:13]([OH:18])[CH2:12]2)[CH:7]=[C:4]([C:5]#[N:6])[CH:3]=1. The catalyst class is: 95. (4) The catalyst class is: 2. Reactant: [NH2:1][C:2]1[CH:7]=[CH:6][C:5]([Cl:8])=[CH:4][C:3]=1[C:9]([C:11]1[CH:16]=[CH:15][C:14]([F:17])=[CH:13][CH:12]=1)=[O:10].[C:18](N1C=CN=C1)([N:20]1[CH:24]=[CH:23][N:22]=[CH:21]1)=[O:19]. Product: [Cl:8][C:5]1[CH:6]=[CH:7][C:2]([NH:1][C:18]([N:20]2[CH:24]=[CH:23][N:22]=[CH:21]2)=[O:19])=[C:3]([C:9](=[O:10])[C:11]2[CH:16]=[CH:15][C:14]([F:17])=[CH:13][CH:12]=2)[CH:4]=1. (5) Reactant: [N:1]1([C:6]2[CH2:11][CH2:10][C:9]([CH3:13])([CH3:12])[CH:8]([NH2:14])[CH:7]=2)[CH:5]=[CH:4][N:3]=[CH:2]1.[Br:15][C:16]1[CH:23]=[C:22](F)[CH:21]=[CH:20][C:17]=1[C:18]#[N:19].CCN(C(C)C)C(C)C. Product: [N:1]1([C:6]2[CH2:11][CH2:10][C:9]([CH3:12])([CH3:13])[CH:8]([NH:14][C:22]3[CH:21]=[CH:20][C:17]([C:18]#[N:19])=[C:16]([Br:15])[CH:23]=3)[CH:7]=2)[CH:5]=[CH:4][N:3]=[CH:2]1. The catalyst class is: 16. (6) Reactant: C[O:2][C:3](=[O:41])[C:4]1[CH:9]=[CH:8][C:7]([NH:10][C:11]([C@H:13]2[C@H:17]([C:18]3[CH:23]=[C:22]([Cl:24])[CH:21]=[CH:20][C:19]=3[F:25])[C@:16]([C:28]3[CH:33]=[CH:32][C:31]([Cl:34])=[CH:30][C:29]=3[F:35])([C:26]#[N:27])[C@H:15]([CH2:36][C:37]([CH3:40])([CH3:39])[CH3:38])[NH:14]2)=[O:12])=[CH:6][CH:5]=1.[OH-].[Na+].CO.Cl. Product: [Cl:24][C:22]1[CH:21]=[CH:20][C:19]([F:25])=[C:18]([C@@H:17]2[C@:16]([C:28]3[CH:33]=[CH:32][C:31]([Cl:34])=[CH:30][C:29]=3[F:35])([C:26]#[N:27])[C@H:15]([CH2:36][C:37]([CH3:40])([CH3:39])[CH3:38])[NH:14][C@H:13]2[C:11]([NH:10][C:7]2[CH:8]=[CH:9][C:4]([C:3]([OH:41])=[O:2])=[CH:5][CH:6]=2)=[O:12])[CH:23]=1. The catalyst class is: 7.